From a dataset of Full USPTO retrosynthesis dataset with 1.9M reactions from patents (1976-2016). Predict the reactants needed to synthesize the given product. (1) Given the product [NH2:4][C:5]1[N:10]([CH2:11][CH3:12])[C:9](=[O:13])[N:8]([CH2:14][CH2:15][CH3:16])[C:7](=[O:17])[CH:6]=1, predict the reactants needed to synthesize it. The reactants are: CN(C)C=[N:4][C:5]1[N:10]([CH2:11][CH3:12])[C:9](=[O:13])[N:8]([CH2:14][CH2:15][CH3:16])[C:7](=[O:17])[CH:6]=1. (2) The reactants are: [NH2:1][C:2]1[CH:7]=[CH:6][C:5]([C:8]2[CH:16]=[C:15]3[C:11]([CH2:12][N:13]([C@@H:18]([CH:23]([CH3:25])[CH3:24])[C:19]([O:21][CH3:22])=[O:20])[C:14]3=[O:17])=[CH:10][CH:9]=2)=[CH:4][CH:3]=1.[N:26]1[CH:31]=[C:30]([C:32]2[CH:40]=[CH:39][C:35]([C:36](Cl)=[O:37])=[CH:34][CH:33]=2)[CH:29]=[N:28][CH:27]=1. Given the product [CH3:24][CH:23]([CH3:25])[C@H:18]([N:13]1[CH2:12][C:11]2[C:15](=[CH:16][C:8]([C:5]3[CH:4]=[CH:3][C:2]([NH:1][C:36](=[O:37])[C:35]4[CH:34]=[CH:33][C:32]([C:30]5[CH:29]=[N:28][CH:27]=[N:26][CH:31]=5)=[CH:40][CH:39]=4)=[CH:7][CH:6]=3)=[CH:9][CH:10]=2)[C:14]1=[O:17])[C:19]([O:21][CH3:22])=[O:20], predict the reactants needed to synthesize it.